Task: Predict the product of the given reaction.. Dataset: Forward reaction prediction with 1.9M reactions from USPTO patents (1976-2016) (1) Given the reactants [CH3:1][CH:2]([CH3:18])[CH2:3][CH:4]([NH2:17])[C:5]1[CH:10]=[CH:9][CH:8]=[CH:7][C:6]=1[N:11]1[CH2:16][CH2:15][CH2:14][CH2:13][CH2:12]1.C(OCC)(=O)C.[C:25]1([CH3:52])[CH:30]=[CH:29][C:28]([C:31]([C@:33]([C:49]([OH:51])=[O:50])([OH:48])[C@:34]([C:39]([C:41]2[CH:46]=[CH:45][C:44]([CH3:47])=[CH:43][CH:42]=2)=[O:40])([OH:38])[C:35]([OH:37])=[O:36])=[O:32])=[CH:27][CH:26]=1.C1(C)C=CC(S(O)(=O)=O)=CC=1, predict the reaction product. The product is: [C:25]1([CH3:52])[CH:30]=[CH:29][C:28]([C:31]([C@:33]([C:49]([OH:51])=[O:50])([OH:48])[C@:34]([C:39]([C:41]2[CH:42]=[CH:43][C:44]([CH3:47])=[CH:45][CH:46]=2)=[O:40])([OH:38])[C:35]([OH:37])=[O:36])=[O:32])=[CH:27][CH:26]=1.[CH3:1][CH:2]([CH3:18])[CH2:3][C@H:4]([NH2:17])[C:5]1[CH:10]=[CH:9][CH:8]=[CH:7][C:6]=1[N:11]1[CH2:16][CH2:15][CH2:14][CH2:13][CH2:12]1. (2) Given the reactants [NH2:1][C:2]1[N:7]=[C:6](Cl)[CH:5]=[CH:4][N:3]=1.[Br:9][C:10]1[CH:11]=[C:12]2[C:16](=[CH:17][CH:18]=1)[NH:15][CH:14]=[CH:13]2.C([O-])([O-])=O.[Cs+].[Cs+], predict the reaction product. The product is: [Br:9][C:10]1[CH:11]=[C:12]2[C:16](=[CH:17][CH:18]=1)[N:15]([C:6]1[CH:5]=[CH:4][N:3]=[C:2]([NH2:1])[N:7]=1)[CH:14]=[CH:13]2.